From a dataset of NCI-60 drug combinations with 297,098 pairs across 59 cell lines. Regression. Given two drug SMILES strings and cell line genomic features, predict the synergy score measuring deviation from expected non-interaction effect. (1) Drug 1: C1CCN(CC1)CCOC2=CC=C(C=C2)C(=O)C3=C(SC4=C3C=CC(=C4)O)C5=CC=C(C=C5)O. Drug 2: C1C(C(OC1N2C=NC(=NC2=O)N)CO)O. Cell line: PC-3. Synergy scores: CSS=3.86, Synergy_ZIP=-4.34, Synergy_Bliss=-1.10, Synergy_Loewe=-0.572, Synergy_HSA=-0.572. (2) Drug 1: C1=CN(C(=O)N=C1N)C2C(C(C(O2)CO)O)O.Cl. Drug 2: C#CCC(CC1=CN=C2C(=N1)C(=NC(=N2)N)N)C3=CC=C(C=C3)C(=O)NC(CCC(=O)O)C(=O)O. Cell line: T-47D. Synergy scores: CSS=0.744, Synergy_ZIP=3.32, Synergy_Bliss=8.51, Synergy_Loewe=0.183, Synergy_HSA=0.519. (3) Drug 1: CC1=C(C(=CC=C1)Cl)NC(=O)C2=CN=C(S2)NC3=CC(=NC(=N3)C)N4CCN(CC4)CCO. Drug 2: CCN(CC)CCCC(C)NC1=C2C=C(C=CC2=NC3=C1C=CC(=C3)Cl)OC. Cell line: CCRF-CEM. Synergy scores: CSS=4.34, Synergy_ZIP=-3.99, Synergy_Bliss=1.00, Synergy_Loewe=1.97, Synergy_HSA=0.181. (4) Drug 1: CC1C(C(CC(O1)OC2CC(CC3=C2C(=C4C(=C3O)C(=O)C5=C(C4=O)C(=CC=C5)OC)O)(C(=O)C)O)N)O.Cl. Drug 2: C1C(C(OC1N2C=NC3=C2NC=NCC3O)CO)O. Cell line: HT29. Synergy scores: CSS=6.47, Synergy_ZIP=-5.71, Synergy_Bliss=-8.34, Synergy_Loewe=-38.6, Synergy_HSA=-10.6. (5) Drug 1: CS(=O)(=O)C1=CC(=C(C=C1)C(=O)NC2=CC(=C(C=C2)Cl)C3=CC=CC=N3)Cl. Drug 2: CC1=C(C=C(C=C1)NC2=NC=CC(=N2)N(C)C3=CC4=NN(C(=C4C=C3)C)C)S(=O)(=O)N.Cl. Cell line: SK-OV-3. Synergy scores: CSS=5.26, Synergy_ZIP=0.413, Synergy_Bliss=6.52, Synergy_Loewe=3.03, Synergy_HSA=4.35. (6) Drug 1: CN1C(=O)N2C=NC(=C2N=N1)C(=O)N. Drug 2: CN(C(=O)NC(C=O)C(C(C(CO)O)O)O)N=O. Cell line: UO-31. Synergy scores: CSS=6.57, Synergy_ZIP=-1.13, Synergy_Bliss=0.0809, Synergy_Loewe=-2.87, Synergy_HSA=-0.887. (7) Drug 1: C1CCC(CC1)NC(=O)N(CCCl)N=O. Drug 2: CC12CCC3C(C1CCC2O)C(CC4=C3C=CC(=C4)O)CCCCCCCCCS(=O)CCCC(C(F)(F)F)(F)F. Cell line: NCI-H322M. Synergy scores: CSS=2.08, Synergy_ZIP=-1.15, Synergy_Bliss=-1.97, Synergy_Loewe=-2.07, Synergy_HSA=-3.11. (8) Drug 1: CS(=O)(=O)C1=CC(=C(C=C1)C(=O)NC2=CC(=C(C=C2)Cl)C3=CC=CC=N3)Cl. Drug 2: CC12CCC3C(C1CCC2=O)CC(=C)C4=CC(=O)C=CC34C. Cell line: NCI-H460. Synergy scores: CSS=25.3, Synergy_ZIP=1.67, Synergy_Bliss=3.07, Synergy_Loewe=-14.2, Synergy_HSA=3.43.